This data is from CYP1A2 inhibition data for predicting drug metabolism from PubChem BioAssay. The task is: Regression/Classification. Given a drug SMILES string, predict its absorption, distribution, metabolism, or excretion properties. Task type varies by dataset: regression for continuous measurements (e.g., permeability, clearance, half-life) or binary classification for categorical outcomes (e.g., BBB penetration, CYP inhibition). Dataset: cyp1a2_veith. The drug is CCS(=O)(=O)Nc1ccc(C2=NN(C(=O)c3ccco3)C(c3ccc(C)cc3)C2)cc1. The result is 0 (non-inhibitor).